Dataset: Full USPTO retrosynthesis dataset with 1.9M reactions from patents (1976-2016). Task: Predict the reactants needed to synthesize the given product. (1) Given the product [CH2:13]([B:15]([CH2:18][CH3:19])[C:7]1[CH:12]=[CH:11][N:10]=[CH:9][CH:8]=1)[CH3:14], predict the reactants needed to synthesize it. The reactants are: [Li+].CCC[CH2-].Br[C:7]1[CH:12]=[CH:11][N:10]=[CH:9][CH:8]=1.[CH2:13]([B:15]([CH2:18][CH3:19])OC)[CH3:14].C(OCC)(=O)C. (2) Given the product [Cl:1][C:2]1[CH:26]=[CH:25][CH:24]=[CH:23][C:3]=1[NH:4][C:5]1[CH:22]=[CH:21][C:8]2[C:9](=[O:20])[C:10]3[CH:17]=[C:16]([OH:18])[CH:15]=[CH:14][C:11]=3[CH2:12][CH2:13][C:7]=2[CH:6]=1, predict the reactants needed to synthesize it. The reactants are: [Cl:1][C:2]1[CH:26]=[CH:25][CH:24]=[CH:23][C:3]=1[NH:4][C:5]1[CH:22]=[CH:21][C:8]2[C:9](=[O:20])[C:10]3[CH:17]=[C:16]([O:18]C)[CH:15]=[CH:14][C:11]=3[CH2:12][CH2:13][C:7]=2[CH:6]=1.Br.